This data is from Reaction yield outcomes from USPTO patents with 853,638 reactions. The task is: Predict the reaction yield, written as a fraction of the theoretical maximum amount of product (1.0 means a 100% yield; for example, 0.34 means a 34% yield). (1) The reactants are [CH:1]1([C:4]([NH:6][C:7]2[N:8]=[C:9]3[CH:14]=[CH:13][C:12]([S:15][C:16]4[CH:24]=[CH:23][CH:22]=[CH:21][C:17]=4[C:18](O)=[O:19])=[N:11][N:10]3[CH:25]=2)=[O:5])[CH2:3][CH2:2]1.CN.O1CCCC1.F[P-](F)(F)(F)(F)F.[N:40]1(OC(N(C)C)=[N+](C)C)[C:44]2N=CC=CC=2N=N1. The catalyst is CN(C)C=O. The product is [CH:1]1([C:4]([NH:6][C:7]2[N:8]=[C:9]3[CH:14]=[CH:13][C:12]([S:15][C:16]4[CH:24]=[CH:23][CH:22]=[CH:21][C:17]=4[C:18]([NH:40][CH3:44])=[O:19])=[N:11][N:10]3[CH:25]=2)=[O:5])[CH2:2][CH2:3]1. The yield is 0.410. (2) The reactants are Cl[C:2]1[N:7]=[C:6]([CH2:8][CH2:9][C:10]2[CH:15]=[CH:14][CH:13]=[CH:12][C:11]=2[C:16]([CH3:21])([CH3:20])[C:17]([NH2:19])=[O:18])[C:5]([Cl:22])=[CH:4][N:3]=1.[CH3:23][N:24]1[CH:28]=[C:27]([NH2:29])[CH:26]=[N:25]1.O.C1(C)C=CC(S(O)(=O)=O)=CC=1. The catalyst is O1CCOCC1. The product is [Cl:22][C:5]1[C:6]([CH2:8][CH2:9][C:10]2[CH:15]=[CH:14][CH:13]=[CH:12][C:11]=2[C:16]([CH3:21])([CH3:20])[C:17]([NH2:19])=[O:18])=[N:7][C:2]([NH:29][C:27]2[CH:26]=[N:25][N:24]([CH3:23])[CH:28]=2)=[N:3][CH:4]=1. The yield is 0.180. (3) The reactants are C([NH:4][OH:5])(=O)C.C(=O)([O-])[O-].[K+].[K+].[Cl:12][C:13]1[CH:14]=[C:15]([C:44]2[CH:49]=[CH:48][C:47]([C:50]#[N:51])=[C:46](F)[CH:45]=2)[CH:16]=[C:17]([Cl:43])[C:18]=1[CH2:19][C@@H:20]1[CH2:24][CH2:23][N:22]([N:25]2[CH2:30][CH2:29][CH:28]([O:31][Si:32]([CH:39]([CH3:41])[CH3:40])([CH:36]([CH3:38])[CH3:37])[CH:33]([CH3:35])[CH3:34])[CH2:27][CH2:26]2)[C:21]1=[O:42]. The catalyst is CN(C=O)C.O.C(OCC)(=O)C. The product is [NH2:51][C:50]1[C:47]2[CH:48]=[CH:49][C:44]([C:15]3[CH:16]=[C:17]([Cl:43])[C:18]([CH2:19][C@@H:20]4[CH2:24][CH2:23][N:22]([N:25]5[CH2:30][CH2:29][CH:28]([O:31][Si:32]([CH:33]([CH3:35])[CH3:34])([CH:36]([CH3:37])[CH3:38])[CH:39]([CH3:40])[CH3:41])[CH2:27][CH2:26]5)[C:21]4=[O:42])=[C:13]([Cl:12])[CH:14]=3)=[CH:45][C:46]=2[O:5][N:4]=1. The yield is 0.620. (4) The reactants are [CH3:1][C:2]1[CH:3]=[C:4]([NH:13][C:14]2[N:19]=[C:18]([C:20]([F:23])([F:22])[F:21])[CH:17]=[CH:16][N:15]=2)[CH:5]=[C:6]([C:8]2[S:12][CH:11]=[N:10][CH:9]=2)[CH:7]=1.[Li+].CC([N-]C(C)C)C.[O:32]=[C:33]1[CH2:38][CH2:37][N:36]([C:39]([O:41][C:42]([CH3:45])([CH3:44])[CH3:43])=[O:40])[CH2:35][CH2:34]1.[Cl-]. The catalyst is C1COCC1. The product is [C:42]([O:41][C:39]([N:36]1[CH2:37][CH2:38][C:33]([OH:32])([C:11]2[S:12][C:8]([C:6]3[CH:5]=[C:4]([NH:13][C:14]4[N:19]=[C:18]([C:20]([F:21])([F:23])[F:22])[CH:17]=[CH:16][N:15]=4)[CH:3]=[C:2]([CH3:1])[CH:7]=3)=[CH:9][N:10]=2)[CH2:34][CH2:35]1)=[O:40])([CH3:45])([CH3:43])[CH3:44]. The yield is 0.820.